Dataset: Reaction yield outcomes from USPTO patents with 853,638 reactions. Task: Predict the reaction yield, written as a fraction of the theoretical maximum amount of product (1.0 means a 100% yield; for example, 0.34 means a 34% yield). (1) The reactants are [CH3:1][O:2][CH2:3][C@@H:4]([NH:6][C:7]([C:9]1[C:17]2[C:12](=[N:13][CH:14]=[C:15](Br)[N:16]=2)[N:11]([CH2:19][O:20][CH2:21][CH2:22][Si:23]([CH3:26])([CH3:25])[CH3:24])[CH:10]=1)=[O:8])[CH3:5].[F:27][C:28]1[CH:29]=[C:30]([F:50])[C:31]2[N:32]([CH:34]=[N:35][C:36]=2[Sn](CCCC)(CCCC)CCCC)[CH:33]=1. The catalyst is CN(C=O)C.C1C=CC([P]([Pd]([P](C2C=CC=CC=2)(C2C=CC=CC=2)C2C=CC=CC=2)([P](C2C=CC=CC=2)(C2C=CC=CC=2)C2C=CC=CC=2)[P](C2C=CC=CC=2)(C2C=CC=CC=2)C2C=CC=CC=2)(C2C=CC=CC=2)C2C=CC=CC=2)=CC=1.[Cu]I. The product is [CH3:1][O:2][CH2:3][C@@H:4]([NH:6][C:7]([C:9]1[C:17]2[C:12](=[N:13][CH:14]=[C:15]([C:36]3[N:35]=[CH:34][N:32]4[CH:33]=[C:28]([F:27])[CH:29]=[C:30]([F:50])[C:31]=34)[N:16]=2)[N:11]([CH2:19][O:20][CH2:21][CH2:22][Si:23]([CH3:26])([CH3:25])[CH3:24])[CH:10]=1)=[O:8])[CH3:5]. The yield is 0.890. (2) The reactants are C([O:3][C:4](=[O:17])[C:5]#[C:6][C:7]1[CH:8]=[N:9][C:10]2[C:15]([CH:16]=1)=[CH:14][CH:13]=[CH:12][CH:11]=2)C.C(OC([N:25]1[C:34]2[C:29](=[CH:30][CH:31]=[C:32]([CH2:35][CH2:36][O:37][C:38]3[CH:39]=[C:40]4[C:44](=[CH:45][CH:46]=3)[NH:43][CH:42]=[CH:41]4)[N:33]=2)[CH2:28][CH2:27][CH2:26]1)=O)(C)(C)C. No catalyst specified. The product is [N:9]1[C:10]2[C:15](=[CH:14][CH:13]=[CH:12][CH:11]=2)[CH:16]=[C:7]([CH:6]([N:43]2[C:44]3[C:40](=[CH:39][C:38]([O:37][CH2:36][CH2:35][C:32]4[CH:31]=[CH:30][C:29]5[CH2:28][CH2:27][CH2:26][NH:25][C:34]=5[N:33]=4)=[CH:46][CH:45]=3)[CH:41]=[CH:42]2)[CH2:5][C:4]([OH:3])=[O:17])[CH:8]=1. The yield is 0.810. (3) The reactants are [CH3:1][O:2][C:3](=[O:37])[C@@H:4]([N:27]1[CH:31]=[CH:30][CH:29]=[C:28]1[C:32](=[O:36])[CH2:33][CH2:34][CH3:35])[CH2:5][C:6]1[CH:11]=[CH:10][C:9]([O:12]CCC2N=C(C3C=CC=CC=3)OC=2C)=[CH:8][CH:7]=1.C(=O)([O-])[O-].[K+].[K+]. The catalyst is CO. The product is [CH3:1][O:2][C:3](=[O:37])[C@@H:4]([N:27]1[CH:31]=[CH:30][CH:29]=[C:28]1[C:32](=[O:36])[CH2:33][CH2:34][CH3:35])[CH2:5][C:6]1[CH:7]=[CH:8][C:9]([OH:12])=[CH:10][CH:11]=1. The yield is 0.830. (4) The reactants are [H-].[Al+3].[Li+].[H-].[H-].[H-].[CH3:7][CH:8]1[C@H:16]2[N:12]([CH2:13][CH2:14][CH2:15]2)[C:11](=O)[CH:10]=[C:9]1N1CCCC1.[OH-].[Na+].C([OH:27])C. The catalyst is O1CCCC1. The product is [CH3:7][CH:8]1[C@H:16]2[N:12]([CH2:13][CH2:14][CH2:15]2)[CH2:11][CH2:10][C:9]1=[O:27]. The yield is 0.700.